This data is from Reaction yield outcomes from USPTO patents with 853,638 reactions. The task is: Predict the reaction yield, written as a fraction of the theoretical maximum amount of product (1.0 means a 100% yield; for example, 0.34 means a 34% yield). (1) The reactants are [NH2:1][C:2]1[CH:24]=[CH:23][C:5]([O:6][C:7]2[CH:12]=[CH:11][N:10]=[C:9]3[CH:13]=[C:14]([C:16]([N:18]4[CH2:21][CH:20]([OH:22])[CH2:19]4)=[O:17])[S:15][C:8]=23)=[C:4]([F:25])[CH:3]=1.CSC1SC2C(=NC=CC=2OC2C=CC(NC(NC(=O)CC3C=CC=CC=3)=S)=CC=2F)C=1.[CH3:58][O:59][C:60]1[CH:65]=[CH:64][CH:63]=[CH:62][C:61]=1[CH2:66][C:67]([N:69]=[C:70]=[S:71])=[O:68]. No catalyst specified. The product is [F:25][C:4]1[CH:3]=[C:2]([NH:1][C:70]([NH:69][C:67](=[O:68])[CH2:66][C:61]2[CH:62]=[CH:63][CH:64]=[CH:65][C:60]=2[O:59][CH3:58])=[S:71])[CH:24]=[CH:23][C:5]=1[O:6][C:7]1[CH:12]=[CH:11][N:10]=[C:9]2[CH:13]=[C:14]([C:16]([N:18]3[CH2:19][CH:20]([OH:22])[CH2:21]3)=[O:17])[S:15][C:8]=12. The yield is 0.390. (2) The reactants are [H-].[Na+].[O:3]1[C:7]2[CH:8]=[CH:9][C:10]([CH2:12][OH:13])=[CH:11][C:6]=2[O:5][CH2:4]1.[CH2:14]([O:16][C:17](=[O:25])[C:18]1[CH:23]=[CH:22][CH:21]=[N:20][C:19]=1Cl)[CH3:15].O. The catalyst is CN(C=O)C. The product is [CH2:14]([O:16][C:17](=[O:25])[C:18]1[CH:23]=[CH:22][CH:21]=[N:20][C:19]=1[O:13][CH2:12][C:10]1[CH:9]=[CH:8][C:7]2[O:3][CH2:4][O:5][C:6]=2[CH:11]=1)[CH3:15]. The yield is 0.410. (3) The reactants are [CH:1]([C:4]1[CH:5]=[C:6]([CH:25]=[CH:26][C:27]=1[O:28]C)[O:7][C:8]1[C:22]([Cl:23])=[CH:21][C:11]([CH:12]=[N:13][O:14][CH2:15][C:16]([O:18]CC)=[O:17])=[CH:10][C:9]=1[Cl:24])([CH3:3])[CH3:2].B(Br)(Br)Br. The catalyst is ClCCl. The product is [Cl:23][C:22]1[CH:21]=[C:11]([CH:10]=[C:9]([Cl:24])[C:8]=1[O:7][C:6]1[CH:25]=[CH:26][C:27]([OH:28])=[C:4]([CH:1]([CH3:2])[CH3:3])[CH:5]=1)[CH:12]=[N:13][O:14][CH2:15][C:16]([OH:18])=[O:17]. The yield is 0.380. (4) The reactants are [Cl-].[Al+3].[Cl-].[Cl-].ClC1C=CC=CC=1.[Br:12][C:13]1[C:14]([CH3:25])=[CH:15][C:16]2[O:20][C:19]([CH3:22])([CH3:21])[CH2:18][C:17]=2[C:23]=1[CH3:24].[C:26](Cl)(=[O:28])[CH3:27]. The catalyst is C(OCC)(=O)C.O. The product is [Br:12][C:13]1[C:14]([CH3:25])=[C:15]([C:26](=[O:28])[CH3:27])[C:16]2[O:20][C:19]([CH3:21])([CH3:22])[CH2:18][C:17]=2[C:23]=1[CH3:24]. The yield is 0.0800. (5) The reactants are [C:1]([Si:5]([CH3:36])([CH3:35])[O:6][CH2:7][C:8]#[C:9][C:10]1[CH:11]=[C:12]2[C:17](=[CH:18][CH:19]=1)[N:16]=[C:15]([C:20]1[CH:21]=[N:22][CH:23]=[CH:24][CH:25]=1)[N:14]=[C:13]2[NH:26][C:27]1[CH:32]=[CH:31][C:30]([F:33])=[C:29]([Cl:34])[CH:28]=1)([CH3:4])([CH3:3])[CH3:2]. The catalyst is CCOC(C)=O.CO. The product is [Si:5]([O:6][CH2:7][CH2:8][CH2:9][C:10]1[CH:11]=[C:12]2[C:17](=[CH:18][CH:19]=1)[N:16]=[C:15]([C:20]1[CH:21]=[N:22][CH:23]=[CH:24][CH:25]=1)[N:14]=[C:13]2[NH:26][C:27]1[CH:32]=[CH:31][C:30]([F:33])=[C:29]([Cl:34])[CH:28]=1)([C:1]([CH3:4])([CH3:2])[CH3:3])([CH3:36])[CH3:35]. The yield is 0.740.